This data is from Full USPTO retrosynthesis dataset with 1.9M reactions from patents (1976-2016). The task is: Predict the reactants needed to synthesize the given product. (1) Given the product [C:1]([O:5][C:6]([N:7]([CH3:37])[C@@H:8]([CH3:9])[C:10]([NH:11][C@H:12]1[CH2:13][N:14]([C:45](=[O:52])[CH2:46][CH2:47][CH2:48][C:49]([OH:51])=[O:50])[C:15]2[CH:35]=[CH:34][CH:33]=[CH:32][C:16]=2[N:17]([CH2:20][C:21]2[C:30]3[C:25](=[CH:26][CH:27]=[CH:28][CH:29]=3)[CH:24]=[CH:23][C:22]=2[CH3:31])[C:18]1=[O:19])=[O:36])=[O:38])([CH3:4])([CH3:2])[CH3:3], predict the reactants needed to synthesize it. The reactants are: [C:1]([O:5][C:6](=[O:38])[N:7]([CH3:37])[C@H:8]([C:10](=[O:36])[NH:11][C@@H:12]1[C:18](=[O:19])[N:17]([CH2:20][C:21]2[C:30]3[C:25](=[CH:26][CH:27]=[CH:28][CH:29]=3)[CH:24]=[CH:23][C:22]=2[CH3:31])[C:16]2[CH:32]=[CH:33][CH:34]=[CH:35][C:15]=2[NH:14][CH2:13]1)[CH3:9])([CH3:4])([CH3:3])[CH3:2].N1C=CC=CC=1.[C:45]1(=[O:52])[O:51][C:49](=[O:50])[CH2:48][CH2:47][CH2:46]1. (2) Given the product [CH2:26]([N:28]1[CH2:29][CH2:30][N:31]([CH2:34][C:35]2[CH:36]=[CH:37][C:38]([NH:41][C:22]([C:15]3[C:16]4[N:17]=[CH:18][CH:19]=[N:20][C:21]=4[C:12]([C:3]4[CH:4]=[C:5]([O:10][CH3:11])[CH:6]=[C:7]([O:8][CH3:9])[C:2]=4[F:1])=[CH:13][CH:14]=3)=[O:24])=[N:39][CH:40]=2)[CH2:32][CH2:33]1)[CH3:27], predict the reactants needed to synthesize it. The reactants are: [F:1][C:2]1[C:7]([O:8][CH3:9])=[CH:6][C:5]([O:10][CH3:11])=[CH:4][C:3]=1[C:12]1[C:21]2[N:20]=[CH:19][CH:18]=[N:17][C:16]=2[C:15]([C:22]([OH:24])=O)=[CH:14][CH:13]=1.Cl.[CH2:26]([N:28]1[CH2:33][CH2:32][N:31]([CH2:34][C:35]2[CH:36]=[CH:37][C:38]([NH2:41])=[N:39][CH:40]=2)[CH2:30][CH2:29]1)[CH3:27]. (3) Given the product [CH3:7][C:8]1[C:16]([CH3:17])=[CH:15][CH:14]=[CH:13][C:9]=1[C:10]([NH:18][C:19]1[CH:31]=[C:30](/[CH:32]=[CH:33]/[C:34]2[CH:39]=[CH:38][CH:37]=[C:36]([O:40][CH3:41])[CH:35]=2)[CH:29]=[CH:28][C:20]=1[C:21]([O:23][C:24]([CH3:27])([CH3:26])[CH3:25])=[O:22])=[O:12], predict the reactants needed to synthesize it. The reactants are: C(Cl)(=O)C(Cl)=O.[CH3:7][C:8]1[C:16]([CH3:17])=[CH:15][CH:14]=[CH:13][C:9]=1[C:10]([OH:12])=O.[NH2:18][C:19]1[CH:31]=[C:30](/[CH:32]=[CH:33]/[C:34]2[CH:39]=[CH:38][CH:37]=[C:36]([O:40][CH3:41])[CH:35]=2)[CH:29]=[CH:28][C:20]=1[C:21]([O:23][C:24]([CH3:27])([CH3:26])[CH3:25])=[O:22].C(=O)([O-])O.[Na+]. (4) Given the product [C:24]([O:28][C:29]([N:31]1[CH2:36][CH2:35][N:34]([C:37]2[CH:38]=[N:39][C:40]([NH:43][C:13]3[N:14]=[CH:15][C:10]4[CH:9]=[C:8]([CH2:19][O:20][CH2:21][CH3:22])[C:7](=[O:23])[N:6]([CH:1]5[CH2:5][CH2:4][CH2:3][CH2:2]5)[C:11]=4[N:12]=3)=[CH:41][CH:42]=2)[CH2:33][CH2:32]1)=[O:30])([CH3:27])([CH3:25])[CH3:26], predict the reactants needed to synthesize it. The reactants are: [CH:1]1([N:6]2[C:11]3[N:12]=[C:13](S(C)=O)[N:14]=[CH:15][C:10]=3[CH:9]=[C:8]([CH2:19][O:20][CH2:21][CH3:22])[C:7]2=[O:23])[CH2:5][CH2:4][CH2:3][CH2:2]1.[C:24]([O:28][C:29]([N:31]1[CH2:36][CH2:35][N:34]([C:37]2[CH:38]=[N:39][C:40]([NH2:43])=[CH:41][CH:42]=2)[CH2:33][CH2:32]1)=[O:30])([CH3:27])([CH3:26])[CH3:25].